This data is from Drug-target binding data from BindingDB using IC50 measurements. The task is: Regression. Given a target protein amino acid sequence and a drug SMILES string, predict the binding affinity score between them. We predict pIC50 (pIC50 = -log10(IC50 in M); higher means more potent). Dataset: bindingdb_ic50. (1) The drug is O=C(N1CCOCC1)N1CCN(c2ccc(Cl)cc2)CC1. The target protein sequence is MDSKYQCVKLNDGHFMPVLGFGTYAPAEVPKSKALEATKLAIEAGFRHIDSAHLYNNEEQVGLAIRSKIADGSVKREDIFYTSKLWCNSHRPELVRPALERSLKNLQLDYVDLYLIHFPVSVKPGEEVIPKDENGKILFDTVDLCATWEAVEKCKDAGLAKSIGVSNFNRRQLEMILNKPGLKYKPVCNQVECHPYFNQRKLLDFCKSKDIVLVAYSALGSHREEPWVDPNSPVLLEDPVLCALAKKHKRTPALIALRYQLQRGVVVLAKSYNEQRIRQNVQVFEFQLTSEEMKAIDGLNRNVRYLTLDIFAGPPNYPFSDEY. The pIC50 is 4.5. (2) The small molecule is CC(C)NC(=O)c1ccc(-c2ccc3nnc(C(F)(F)c4ccc5nn(C)cc5c4F)n3n2)cc1F. The target protein sequence is GDSDISSPLLQNTVHIDLSALNPELVQAVQHVVIGPSSLIVHFNEVIGRGHFGCVYHGTLLDNDGKKIHCAVKSLNRITDIGEVSQFLTEGIIMKDFSHPNVLSLLGICLRSEGSPLVVLPYMKHGDLRNFIRNETHNPTVKDLIGFGLQVAKGMKYLASKKFVHRDLAARNCMLDEKFTVKVADFGLARDMYDKEYYSVHNKTGAKLPVKWMALESLQTQKFTTKSDVWSFGVLLWELMTRGAPPYPDVNTFDITVYLLQGRRLLQPEYCPDPLYEVMLKCWHPKAEMRPSFSELVSRISAIFSTFIG. The pIC50 is 7.1. (3) The small molecule is CC(C(=O)NC1CC1C)c1ccc(O[C@@H]2CCN(c3nc(N(C)C)ncc3F)C2)cc1. The target protein sequence is DTNGLSSSARPQGQQAGSPSKEDKKQANIKRQLMTNFILGSFDDYSSDEDSVAGSSRESTRKGSRASLGALSLEAYLTTGEAETRVPTMRPSMSGLHLVKRGREHKKLDLHRDFTVASPAEFVTRFGGDRVIEKVLIANNGIAAVKCMRSIRRWAYEMFRNERAIRFVVMVTPEDLKANAEYIKMADHYVPVPGGPNNNNYANVELIVDIAKRIPVQAVWAGWGHASENPKLPELLCKNGVAFLGPPSEAMWALGDKIASTVVAQTLQVPTLPWSGSGLTVEWTEDDLQQGKRISVPEDVYDKGCVKDVDEGLEAAERIGFPLMIKASEGGGGKGIRKAESAEDFPILFRQVQSEIPGSPIFLMKLAQHARHLEVQILADQYGNAVSLFGRDCSIQRRHQKIVEEAPATIAPLAIFEFMEQCAIRLAKTVGYVSAGTVEYLYSQDGSFHFLELNPRLQVEHPCTEMIADVNLPAAQLQIAMGVPLHRLKDIRLLYGESPW.... The pIC50 is 5.8. (4) The small molecule is O=[N+]([O-])c1cc([N+](=O)[O-])cc(C(F)(F)F)c1. The target protein (P61076) has sequence MNNVISFIGNSSNKYFQINQLHFIRIINKNIHSKNNLINSNSSYNVFYNKYFIKNTFQNKNKLSSIYSKLNFSIKNMCKDKNEKKNYEHVNANEKNGYLASEKNELTKNKVEEHTYDYDYVVIGGGPGGMASAKEAAAHGARVLLFDYVKPSSQGTKWGIGGTCVNVGCVPKKLMHYAGHMGSIFKLDSKAYGWKFDNLKHDWKKLVTTVQSHIRSLNFSYMTGLRSSKVKYINGLAKLKDKNTVSYYLKGDLSKEETVTGKYILIATGCRPHIPDDVEGAKELSITSDDIFSLKKDPGKTLVVGASYVALECSGFLNSLGYDVTVAVRSIVLRGFDQQCAVKVKLYMEEQGVMFKNGILPKKLTKMDDKILVEFSDKTSELYDTVLYAIGRKGDIDGLNLESLNMNVNKSNNKIIADHLSCTNIPSIFAVGDVAENVPELAPVAIKAGEILARRLFKDSDEIMDYSYIPTSIYTPIEYGACGYSEEKAYELYGKSNVEV.... The pIC50 is 4.5. (5) The drug is CC(Nc1nccc(N2C(=O)OC[C@@H]2[C@@H](C)O)n1)c1nc(-c2ccc3ccn(C)c3c2)no1. The target protein (O75874) has sequence MSKKISGGSVVEMQGDEMTRIIWELIKEKLIFPYVELDLHSYDLGIENRDATNDQVTKDAAEAIKKHNVGVKCATITPDEKRVEEFKLKQMWKSPNGTIRNILGGTVFREAIICKNIPRLVSGWVKPIIIGRHAYGDQYRATDFVVPGPGKVEITYTPSDGTQKVTYLVHNFEEGGGVAMGMYNQDKSIEDFAHSSFQMALSKGWPLYLSTKNTILKKYDGRFKDIFQEIYDKQYKSQFEAQKIWYEHRLIDDMVAQAMKSEGGFIWACKNYDGDVQSDSVAQGYGSLGMMTSVLVCPDGKTVEAEAAHGTVTRHYRMYQKGQETSTNPIASIFAWTRGLAHRAKLDNNKELAFFANALEEVSIETIEAGFMTKDLAACIKGLPNVQRSDYLNTFEFMDKLGENLKIKLAQAKL. The pIC50 is 6.2.